Dataset: Forward reaction prediction with 1.9M reactions from USPTO patents (1976-2016). Task: Predict the product of the given reaction. The product is: [Cl:1][C:2]1[CH:3]=[C:4]([CH:9]([NH:14][C:15](=[O:26])[O:16][C:17]2[CH:18]=[CH:19][C:20]([N+:23]([O-:25])=[O:24])=[CH:21][CH:22]=2)[C:10]([F:11])([F:12])[F:13])[CH:5]=[CH:6][C:7]=1[Cl:8]. Given the reactants [Cl:1][C:2]1[CH:3]=[C:4]([CH:9]([NH2:14])[C:10]([F:13])([F:12])[F:11])[CH:5]=[CH:6][C:7]=1[Cl:8].[C:15](Cl)(=[O:26])[O:16][C:17]1[CH:22]=[CH:21][C:20]([N+:23]([O-:25])=[O:24])=[CH:19][CH:18]=1.N1C=CC=CC=1.O, predict the reaction product.